From a dataset of Forward reaction prediction with 1.9M reactions from USPTO patents (1976-2016). Predict the product of the given reaction. (1) Given the reactants [Cl:1][C:2]1[CH:9]=[C:8]([C:10]2[CH:11]=[N:12][CH:13]=[C:14]([CH:16]=O)[CH:15]=2)[CH:7]=[CH:6][C:3]=1[C:4]#[N:5].[CH2:18]([S:20]([NH2:23])(=[O:22])=[O:21])[CH3:19].[C:24]([Mg]Br)([CH3:26])=[CH2:25], predict the reaction product. The product is: [Cl:1][C:2]1[CH:9]=[C:8]([C:10]2[CH:15]=[C:14]([CH:16]([NH:23][S:20]([CH2:18][CH3:19])(=[O:22])=[O:21])[CH:24]([CH3:26])[CH3:25])[CH:13]=[N:12][CH:11]=2)[CH:7]=[CH:6][C:3]=1[C:4]#[N:5]. (2) Given the reactants [CH3:1][N:2]1[CH2:20][C:14]2[CH:15]=[CH:16][C:17]([O:18][CH3:19])=[C:12]3[C:13]=2[C@:5]2([C@@H:10]([O:11]3)[CH2:9][C@@H:8]([OH:21])[CH:7]=[CH:6]2)[CH2:4][CH2:3]1.O.C1(C)C=CC(C(C(C(O)=O)(O)C(C(C2C=CC(C)=CC=2)=O)(O)C(O)=O)=O)=CC=1, predict the reaction product. The product is: [CH3:1][N:2]1[CH2:20][C:14]2=[C:13]3[C:12](=[C:17]([O:18][CH3:19])[CH:16]=[CH:15]2)[O:11][C@@H:10]2[C@:5]3([CH:6]=[CH:7][C:8]([CH2:9]2)=[O:21])[CH2:4][CH2:3]1. (3) Given the reactants [C:1]([O:5][CH:6]([C:11]1[C:12]([C:25]2[CH:30]=[CH:29][CH:28]=[CH:27][CH:26]=2)=[C:13]2[C:20]([CH3:21])=[C:19]([CH3:22])[N:18]([CH2:23][CH3:24])[C:14]2=[N:15][C:16]=1[CH3:17])[C:7]([O:9][CH3:10])=[O:8])([CH3:4])([CH3:3])[CH3:2].[C:31]1(C)C=CC(B(O)O)=CC=1.C(=O)(O)[O-].[Na+], predict the reaction product. The product is: [C:1]([O:5][CH:6]([C:11]1[C:12]([C:25]2[CH:30]=[CH:29][C:28]([CH3:31])=[CH:27][CH:26]=2)=[C:13]2[C:20]([CH3:21])=[C:19]([CH3:22])[N:18]([CH2:23][CH3:24])[C:14]2=[N:15][C:16]=1[CH3:17])[C:7]([O:9][CH3:10])=[O:8])([CH3:2])([CH3:3])[CH3:4]. (4) The product is: [F:26][C:2]1[C:11]2[C:6](=[CH:7][C:8]([O:12][CH3:13])=[CH:9][CH:10]=2)[C:5]([O:14][CH3:15])=[C:4]([C:16]2[CH:21]=[CH:20][C:19]([O:12][CH:8]([CH3:9])[CH3:7])=[CH:18][CH:17]=2)[N:3]=1. Given the reactants Cl[C:2]1[C:11]2[C:6](=[CH:7][C:8]([O:12][CH3:13])=[CH:9][CH:10]=2)[C:5]([O:14][CH3:15])=[C:4]([C:16]2[CH:21]=[CH:20][C:19](CC(C)C)=[CH:18][CH:17]=2)[N:3]=1.[F-:26].[Cs+], predict the reaction product. (5) Given the reactants [C-:1]#[N:2].[Na+].[C:4](=[O:7])([O-])[O-].[NH4+:8].[NH4+].[F:10][C:11]([F:22])([F:21])[CH2:12][CH:13]([CH2:16][C:17]([F:20])([F:19])[F:18])[CH:14]=O.[OH2:23], predict the reaction product. The product is: [F:10][C:11]([F:22])([F:21])[CH2:12][CH:13]([CH:14]1[NH:8][C:1](=[O:23])[NH:2][C:4]1=[O:7])[CH2:16][C:17]([F:20])([F:19])[F:18]. (6) Given the reactants [CH3:1][C:2]([CH3:32])([CH3:31])[C:3](=[O:30])[CH2:4][O:5][C:6]1[CH:11]=[CH:10][C:9]([C:12]([C:17]2[CH:22]=[CH:21][C:20]([NH:23][S:24]([CH3:27])(=[O:26])=[O:25])=[C:19]([CH3:28])[CH:18]=2)([CH2:15][CH3:16])[CH2:13][CH3:14])=[CH:8][C:7]=1[CH3:29].[C:33]1(P(C2C=CC=CC=2)C2C=CC=CC=2)C=CC=CC=1.CO.CCOC(/N=N/C(OCC)=O)=O, predict the reaction product. The product is: [CH3:32][C:2]([CH3:1])([CH3:31])[C:3](=[O:30])[CH2:4][O:5][C:6]1[CH:11]=[CH:10][C:9]([C:12]([C:17]2[CH:22]=[CH:21][C:20]([N:23]([CH3:33])[S:24]([CH3:27])(=[O:26])=[O:25])=[C:19]([CH3:28])[CH:18]=2)([CH2:15][CH3:16])[CH2:13][CH3:14])=[CH:8][C:7]=1[CH3:29]. (7) Given the reactants Br[C:2]1[CH:3]=[CH:4][C:5]([C:8]2[CH:13]=[CH:12][C:11]([F:14])=[CH:10][C:9]=2[F:15])=[N:6][CH:7]=1.[Cl:16][C:17]1[CH:22]=[C:21]([CH3:23])[C:20](B2OC(C)(C)C(C)(C)O2)=[C:19]([CH3:33])[CH:18]=1.C(O)CCC.[OH-].[Li+], predict the reaction product. The product is: [Cl:16][C:17]1[CH:22]=[C:21]([CH3:23])[C:20]([C:2]2[CH:3]=[CH:4][C:5]([C:8]3[CH:13]=[CH:12][C:11]([F:14])=[CH:10][C:9]=3[F:15])=[N:6][CH:7]=2)=[C:19]([CH3:33])[CH:18]=1. (8) Given the reactants [C:1]([C:4]1[C:32](=[O:33])[C@@:8]2([CH3:34])[C:9]3[C:15]([OH:16])=[CH:14][C:13]([O:17][CH3:18])=[C:12]([C:19]([NH:21][CH2:22][C:23]4[C:28]([CH3:29])=[CH:27][C:26]([OH:30])=[CH:25][C:24]=4[CH3:31])=[O:20])[C:10]=3[O:11][C:7]2=[CH:6][C:5]=1[OH:35])(=[O:3])[CH3:2].C(=O)([O-])[O-].[K+].[K+].Br[CH2:43][C:44]#[C:45][CH3:46].Cl, predict the reaction product. The product is: [C:1]([C:4]1[C:32](=[O:33])[C@@:8]2([CH3:34])[C:9]3[C:15]([OH:16])=[CH:14][C:13]([O:17][CH3:18])=[C:12]([C:19]([NH:21][CH2:22][C:23]4[C:28]([CH3:29])=[CH:27][C:26]([O:30][CH2:43][C:44]#[C:45][CH3:46])=[CH:25][C:24]=4[CH3:31])=[O:20])[C:10]=3[O:11][C:7]2=[CH:6][C:5]=1[OH:35])(=[O:3])[CH3:2]. (9) Given the reactants [F:1][C:2]1[CH:3]=[C:4]([CH2:19][OH:20])[CH:5]=[CH:6][C:7]=1[O:8][C:9]1[CH:14]=[CH:13][N:12]=[C:11]([C:15]([F:18])([F:17])[F:16])[CH:10]=1.Cl[C:22]1[CH:23]=[C:24]2[N:31]([CH3:32])[C:30]([CH3:34])([CH3:33])[CH2:29][N:25]2[C:26](=[O:28])[N:27]=1, predict the reaction product. The product is: [F:1][C:2]1[CH:3]=[C:4]([CH:5]=[CH:6][C:7]=1[O:8][C:9]1[CH:14]=[CH:13][N:12]=[C:11]([C:15]([F:16])([F:17])[F:18])[CH:10]=1)[CH2:19][O:20][C:22]1[CH:23]=[C:24]2[N:31]([CH3:32])[C:30]([CH3:34])([CH3:33])[CH2:29][N:25]2[C:26](=[O:28])[N:27]=1.